Dataset: CYP1A2 inhibition data for predicting drug metabolism from PubChem BioAssay. Task: Regression/Classification. Given a drug SMILES string, predict its absorption, distribution, metabolism, or excretion properties. Task type varies by dataset: regression for continuous measurements (e.g., permeability, clearance, half-life) or binary classification for categorical outcomes (e.g., BBB penetration, CYP inhibition). Dataset: cyp1a2_veith. (1) The drug is CCCCOC(=S)NC(=O)c1sc2ccccc2c1Cl. The result is 1 (inhibitor). (2) The compound is OC[C@@H]1O[C@@H](n2cnc3c(SCc4ccccc4)ncnc32)[C@@H](O)[C@H]1O. The result is 0 (non-inhibitor). (3) The molecule is Cl.O=C1c2cccc3cccc(c23)C(=O)N1CC1CCN(CC(O)COc2ccc3ccccc3c2)CC1. The result is 1 (inhibitor). (4) The drug is COc1cc(/C=N/Nc2snc(SC)c2C#N)cc(OC)c1OC. The result is 1 (inhibitor). (5) The result is 0 (non-inhibitor). The compound is Cc1ccc(S(=O)(=O)O)cc1.c1cc2c(c(NC3=NCCN3)c1)CCCC2. (6) The drug is Fc1ccc(-c2cnc(-c3cccs3)o2)cc1. The result is 1 (inhibitor).